This data is from Reaction yield outcomes from USPTO patents with 853,638 reactions. The task is: Predict the reaction yield, written as a fraction of the theoretical maximum amount of product (1.0 means a 100% yield; for example, 0.34 means a 34% yield). (1) The reactants are C(=O)([O-])[O-].[K+].[K+].CN(C)C=O.[CH:12]([C:16]1[C:17]([OH:33])=[N:18][C:19]([N:28]2[CH:32]=[CH:31][CH:30]=[N:29]2)=[N:20][C:21]=1[NH:22][CH2:23][C:24]([F:27])([F:26])[F:25])([CH2:14][CH3:15])[CH3:13].Cl[CH:35]([F:37])[F:36]. The catalyst is O. The product is [CH:12]([C:16]1[C:21]([NH:22][CH2:23][C:24]([F:26])([F:27])[F:25])=[N:20][C:19]([N:28]2[CH:32]=[CH:31][CH:30]=[N:29]2)=[N:18][C:17]=1[O:33][CH:35]([F:37])[F:36])([CH2:14][CH3:15])[CH3:13]. The yield is 0.479. (2) The reactants are [NH2:1][C:2]1([C:6]2[S:7][C:8]([C:11]3[CH:12]=[C:13]([NH:18][C:19]4[N:24]=[C:23]([C:25]([F:28])([F:27])[F:26])[CH:22]=[CH:21][N:20]=4)[CH:14]=[C:15]([CH3:17])[CH:16]=3)=[CH:9][N:10]=2)[CH2:5][CH2:4][CH2:3]1.CCN(CC)CC.[C:36](Cl)(=[O:38])[CH3:37]. The catalyst is C1COCC1.C(OCC)(=O)C. The product is [CH3:17][C:15]1[CH:16]=[C:11]([C:8]2[S:7][C:6]([C:2]3([NH:1][C:36](=[O:38])[CH3:37])[CH2:3][CH2:4][CH2:5]3)=[N:10][CH:9]=2)[CH:12]=[C:13]([NH:18][C:19]2[N:24]=[C:23]([C:25]([F:27])([F:28])[F:26])[CH:22]=[CH:21][N:20]=2)[CH:14]=1. The yield is 0.920.